This data is from Blood-brain barrier permeability classification from the B3DB database. The task is: Regression/Classification. Given a drug SMILES string, predict its absorption, distribution, metabolism, or excretion properties. Task type varies by dataset: regression for continuous measurements (e.g., permeability, clearance, half-life) or binary classification for categorical outcomes (e.g., BBB penetration, CYP inhibition). Dataset: b3db_classification. (1) The compound is COc1cc2oc(C)nc2cc1CN[C@H]1CCCN[C@H]1c1ccccc1. The result is 1 (penetrates BBB). (2) The compound is CC(=O)OCC(=O)[C@@]1(O)CC[C@H]2[C@@H]3CCC4=CC(=O)C=C[C@]4(C)[C@@]3(F)[C@@H](O)C[C@@]21C. The result is 1 (penetrates BBB). (3) The compound is Cc1onc(-c2ccccc2Cl)c1C(=O)NC1C(=O)N2C1SC(C)(C)C2C(=O)O. The result is 0 (does not penetrate BBB). (4) The molecule is CCCCCCCC(C)C. The result is 1 (penetrates BBB). (5) The compound is CN1[C@H]2CC[C@@H]1CC(OC(=O)c1c[nH]c3ccccc13)C2. The result is 1 (penetrates BBB).